Dataset: Catalyst prediction with 721,799 reactions and 888 catalyst types from USPTO. Task: Predict which catalyst facilitates the given reaction. (1) Reactant: CC([Si](C)(C)[O:6][CH2:7][C@@:8]1([C:28]([NH:30][CH3:31])=[O:29])[CH2:12][CH2:11][C@H:10]([C:13]2[CH:18]=[CH:17][C:16]([O:19][CH2:20][C:21]3[CH:26]=[CH:25][CH:24]=[CH:23][C:22]=3[F:27])=[CH:15][CH:14]=2)[NH:9]1)(C)C. Product: [F:27][C:22]1[CH:23]=[CH:24][CH:25]=[CH:26][C:21]=1[CH2:20][O:19][C:16]1[CH:17]=[CH:18][C:13]([C@@H:10]2[NH:9][C@:8]([CH2:7][OH:6])([C:28]([NH:30][CH3:31])=[O:29])[CH2:12][CH2:11]2)=[CH:14][CH:15]=1. The catalyst class is: 7. (2) The catalyst class is: 5. Reactant: [F:1][C:2]([F:28])([F:27])[CH2:3][N:4]1[C@@H:9]2[CH:10]=[CH:11][C@H:5]1[CH2:6][C:7]([C:15]1[CH:16]=[N:17][CH:18]=[C:19]([C:21]#[C:22][Si](C)(C)C)[CH:20]=1)([C:12](=[S:14])[NH2:13])[CH2:8]2.C([O-])([O-])=O.[K+].[K+].C([O-])(O)=O.[Na+]. Product: [C:21]([C:19]1[CH:20]=[C:15]([C:7]2([C:12](=[S:14])[NH2:13])[CH2:6][C@@H:5]3[N:4]([CH2:3][C:2]([F:28])([F:1])[F:27])[C@@H:9]([CH:10]=[CH:11]3)[CH2:8]2)[CH:16]=[N:17][CH:18]=1)#[CH:22]. (3) Reactant: [C:1]([C:5]1[O:9][C:8](/[CH:10]=[CH:11]/[C:12]2[S:16][C:15]([NH:17][C:18](=[O:20])[CH3:19])=[N:14][CH:13]=2)=[N:7][CH:6]=1)([CH3:4])([CH3:3])[CH3:2].[H][H]. Product: [C:1]([C:5]1[O:9][C:8]([CH2:10][CH2:11][C:12]2[S:16][C:15]([NH:17][C:18](=[O:20])[CH3:19])=[N:14][CH:13]=2)=[N:7][CH:6]=1)([CH3:4])([CH3:2])[CH3:3]. The catalyst class is: 78. (4) Reactant: C(OC([NH:8][C@@H:9]([CH2:13][CH2:14][NH:15][C:16]([C:18]1[N:19]=[C:20]([C:36]#[N:37])[C:21]2[C:26]([C:27]=1[OH:28])=[CH:25][CH:24]=[C:23]([O:29][C:30]1[CH:35]=[CH:34][CH:33]=[CH:32][CH:31]=1)[CH:22]=2)=[O:17])[C:10]([OH:12])=[O:11])=O)(C)(C)C.[C:38]([OH:44])([C:40]([F:43])([F:42])[F:41])=[O:39]. Product: [NH2:8][C@@H:9]([CH2:13][CH2:14][NH:15][C:16]([C:18]1[N:19]=[C:20]([C:36]#[N:37])[C:21]2[C:26]([C:27]=1[OH:28])=[CH:25][CH:24]=[C:23]([O:29][C:30]1[CH:35]=[CH:34][CH:33]=[CH:32][CH:31]=1)[CH:22]=2)=[O:17])[C:10]([OH:12])=[O:11].[C:38]([OH:44])([C:40]([F:43])([F:42])[F:41])=[O:39]. The catalyst class is: 2. (5) Reactant: [CH3:1][O:2][P:3]([CH2:7][C:8](=[O:20])[CH:9]([CH3:19])[CH2:10][C:11]#[C:12][C:13]1[CH:18]=[CH:17][CH:16]=[CH:15][CH:14]=1)(=[O:6])[O:4][CH3:5]. Product: [CH3:1][O:2][P:3]([CH2:7][C:8](=[O:20])[CH:9]([CH3:19])[CH2:10][CH2:11][CH2:12][C:13]1[CH:14]=[CH:15][CH:16]=[CH:17][CH:18]=1)(=[O:6])[O:4][CH3:5]. The catalyst class is: 43. (6) Reactant: FC(F)(F)S(O[C:7]1[CH:16]=[C:15]2[C:10]([CH2:11][CH2:12][N:13]([C:17]([O:19][C:20]([CH3:23])([CH3:22])[CH3:21])=[O:18])[CH2:14]2)=[CH:9][CH:8]=1)(=O)=O.[CH2:26]([OH:28])[CH3:27].C(N(C(C)C)CC)(C)C.CN([CH:41]=[O:42])C. Product: [CH2:14]1[C:15]2[C:10](=[CH:9][CH:8]=[C:7]([C:41]([O:28][CH2:26][CH3:27])=[O:42])[CH:16]=2)[CH2:11][CH2:12][N:13]1[C:17]([O:19][C:20]([CH3:23])([CH3:22])[CH3:21])=[O:18]. The catalyst class is: 73.